Task: Predict the reactants needed to synthesize the given product.. Dataset: Full USPTO retrosynthesis dataset with 1.9M reactions from patents (1976-2016) (1) Given the product [CH3:19][C:20]1[CH:25]=[C:24]([C:26]2[CH:31]=[CH:30][C:29]([CH2:32][NH:33][C:2]3[C:3]4[CH:4]=[CH:5][C:6]([C:12]5[CH:17]=[CH:16][N:15]=[C:14]([CH3:18])[CH:13]=5)=[N:7][C:8]=4[CH:9]=[CH:10][N:11]=3)=[CH:28][CH:27]=2)[CH:23]=[CH:22][N:21]=1, predict the reactants needed to synthesize it. The reactants are: Cl[C:2]1[N:11]=[CH:10][CH:9]=[C:8]2[C:3]=1[CH:4]=[CH:5][C:6]([C:12]1[CH:17]=[CH:16][N:15]=[C:14]([CH3:18])[CH:13]=1)=[N:7]2.[CH3:19][C:20]1[CH:25]=[C:24]([C:26]2[CH:31]=[CH:30][C:29]([CH2:32][NH2:33])=[CH:28][CH:27]=2)[CH:23]=[CH:22][N:21]=1.C1C=CC(P(C2C(C3C(P(C4C=CC=CC=4)C4C=CC=CC=4)=CC=C4C=3C=CC=C4)=C3C(C=CC=C3)=CC=2)C2C=CC=CC=2)=CC=1.O. (2) The reactants are: [OH:1][CH:2]([C:5]1[CH:6]=[C:7]2[C:12](=[CH:13][C:14]=1[C:15]([F:18])([F:17])[F:16])[NH:11][C:10](=[O:19])[N:9]([NH:20][S:21]([CH3:24])(=[O:23])=[O:22])[C:8]2=[O:25])[CH2:3][CH3:4].[C:26](Cl)(=[O:31])[CH2:27][CH2:28][CH2:29][CH3:30]. Given the product [OH:1][CH:2]([C:5]1[CH:6]=[C:7]2[C:12](=[CH:13][C:14]=1[C:15]([F:16])([F:18])[F:17])[NH:11][C:10](=[O:19])[N:9]([N:20]([C:26](=[O:31])[CH2:27][CH2:28][CH2:29][CH3:30])[S:21]([CH3:24])(=[O:23])=[O:22])[C:8]2=[O:25])[CH2:3][CH3:4], predict the reactants needed to synthesize it.